This data is from Merck oncology drug combination screen with 23,052 pairs across 39 cell lines. The task is: Regression. Given two drug SMILES strings and cell line genomic features, predict the synergy score measuring deviation from expected non-interaction effect. (1) Drug 1: CN1C(=O)C=CC2(C)C3CCC4(C)C(NC(=O)OCC(F)(F)F)CCC4C3CCC12. Drug 2: CCC1=CC2CN(C1)Cc1c([nH]c3ccccc13)C(C(=O)OC)(c1cc3c(cc1OC)N(C)C1C(O)(C(=O)OC)C(OC(C)=O)C4(CC)C=CCN5CCC31C54)C2. Cell line: HCT116. Synergy scores: synergy=-22.0. (2) Drug 2: NC1(c2ccc(-c3nc4ccn5c(=O)[nH]nc5c4cc3-c3ccccc3)cc2)CCC1. Synergy scores: synergy=2.62. Cell line: ES2. Drug 1: CCC1(O)CC2CN(CCc3c([nH]c4ccccc34)C(C(=O)OC)(c3cc4c(cc3OC)N(C)C3C(O)(C(=O)OC)C(OC(C)=O)C5(CC)C=CCN6CCC43C65)C2)C1. (3) Drug 1: Cn1c(=O)n(-c2ccc(C(C)(C)C#N)cc2)c2c3cc(-c4cnc5ccccc5c4)ccc3ncc21. Drug 2: NC1CCCCC1N.O=C(O)C(=O)O.[Pt+2]. Cell line: RKO. Synergy scores: synergy=2.76. (4) Drug 1: CS(=O)(=O)CCNCc1ccc(-c2ccc3ncnc(Nc4ccc(OCc5cccc(F)c5)c(Cl)c4)c3c2)o1. Drug 2: Cn1cc(-c2cnn3c(N)c(Br)c(C4CCCNC4)nc23)cn1. Cell line: LOVO. Synergy scores: synergy=34.5. (5) Cell line: A375. Drug 1: Cn1nnc2c(C(N)=O)ncn2c1=O. Drug 2: Cc1nc(Nc2ncc(C(=O)Nc3c(C)cccc3Cl)s2)cc(N2CCN(CCO)CC2)n1. Synergy scores: synergy=-1.92. (6) Drug 1: COC12C(COC(N)=O)C3=C(C(=O)C(C)=C(N)C3=O)N1CC1NC12. Drug 2: O=C(CCCCCCC(=O)Nc1ccccc1)NO. Cell line: NCIH23. Synergy scores: synergy=-4.94. (7) Drug 1: CCC1=CC2CN(C1)Cc1c([nH]c3ccccc13)C(C(=O)OC)(c1cc3c(cc1OC)N(C)C1C(O)(C(=O)OC)C(OC(C)=O)C4(CC)C=CCN5CCC31C54)C2. Drug 2: COC1CC2CCC(C)C(O)(O2)C(=O)C(=O)N2CCCCC2C(=O)OC(C(C)CC2CCC(OP(C)(C)=O)C(OC)C2)CC(=O)C(C)C=C(C)C(O)C(OC)C(=O)C(C)CC(C)C=CC=CC=C1C. Cell line: SKMES1. Synergy scores: synergy=10.8. (8) Drug 1: O=c1[nH]cc(F)c(=O)[nH]1. Drug 2: O=C(CCCCCCC(=O)Nc1ccccc1)NO. Cell line: CAOV3. Synergy scores: synergy=-3.52.